Dataset: Catalyst prediction with 721,799 reactions and 888 catalyst types from USPTO. Task: Predict which catalyst facilitates the given reaction. (1) Reactant: [N+](C1C=CC=CC=1S(O[C:14]1[CH2:18][CH:17]([C:19](=[O:36])[NH:20][C:21]2[CH:26]=[CH:25][C:24]([Cl:27])=[CH:23][C:22]=2[C:28](=[O:35])[NH:29][CH:30]([CH:32]2[CH2:34][CH2:33]2)[CH3:31])[N:16]([C:37]2[C:42]([Cl:43])=[CH:41][CH:40]=[CH:39][N:38]=2)[N:15]=1)(=O)=O)([O-])=O.C(O)(=O)C.[BrH:48].C(OCC)(=O)C.[OH-].[Na+]. Product: [Cl:27][C:24]1[CH:25]=[CH:26][C:21]([NH:20][C:19]([CH:17]2[N:16]([C:37]3[C:42]([Cl:43])=[CH:41][CH:40]=[CH:39][N:38]=3)[N:15]=[C:14]([Br:48])[CH2:18]2)=[O:36])=[C:22]([C:28](=[O:35])[NH:29][CH:30]([CH:32]2[CH2:34][CH2:33]2)[CH3:31])[CH:23]=1. The catalyst class is: 86. (2) Reactant: [Li+].[OH-].C[O:4][C:5]([C:7]1[C:16](=[O:17])[C:15]2[C:14]([NH:18][C:19]3[CH:24]=[CH:23][C:22]([I:25])=[CH:21][C:20]=3[F:26])=[CH:13][C:12](=[O:27])[N:11]([CH3:28])[C:10]=2[N:9]([CH3:29])[CH:8]=1)=[O:6]. Product: [F:26][C:20]1[CH:21]=[C:22]([I:25])[CH:23]=[CH:24][C:19]=1[NH:18][C:14]1[C:15]2[C:16](=[O:17])[C:7]([C:5]([OH:6])=[O:4])=[CH:8][N:9]([CH3:29])[C:10]=2[N:11]([CH3:28])[C:12](=[O:27])[CH:13]=1. The catalyst class is: 5.